This data is from Full USPTO retrosynthesis dataset with 1.9M reactions from patents (1976-2016). The task is: Predict the reactants needed to synthesize the given product. (1) Given the product [Cl:16][CH2:15][CH2:14][C:11]1[CH:10]=[CH:9][C:8]2[O:17][CH2:2][C:3](=[O:4])[NH:6][C:7]=2[C:12]=1[F:13], predict the reactants needed to synthesize it. The reactants are: Cl[CH2:2][C:3](Cl)=[O:4].[NH2:6][C:7]1[C:12]([F:13])=[C:11]([CH2:14][CH2:15][Cl:16])[CH:10]=[CH:9][C:8]=1[OH:17].C(=O)([O-])O.[Na+].C(=O)([O-])[O-].[K+].[K+]. (2) Given the product [F:22][C:2]([F:1])([F:21])[C:3]1[CH:8]=[CH:7][C:6]([S:9]([O:12][C:13]2[CH:18]=[CH:17][CH:16]=[CH:15][C:14]=2[CH:19]2[CH2:20][CH:25]2[C:26]([O:28][CH2:29][CH3:30])=[O:27])(=[O:11])=[O:10])=[CH:5][CH:4]=1, predict the reactants needed to synthesize it. The reactants are: [F:1][C:2]([F:22])([F:21])[C:3]1[CH:8]=[CH:7][C:6]([S:9]([O:12][C:13]2[CH:18]=[CH:17][CH:16]=[CH:15][C:14]=2[CH:19]=[CH2:20])(=[O:11])=[O:10])=[CH:5][CH:4]=1.[N+](=[CH:25][C:26]([O:28][CH2:29][CH3:30])=[O:27])=[N-]. (3) Given the product [Cl:1][C:2]1[CH:3]=[CH:4][C:5]([C:8]#[C:9][C:10]2[CH:11]=[CH:12][C:13]([CH2:14][N:15]([C:16](=[O:24])[C:17]3[CH:22]=[CH:21][CH:20]=[C:19]([F:23])[CH:18]=3)[C:25]3[CH:37]=[CH:36][C:28]([OH:29])=[C:27]([CH:26]=3)[C:32]([OH:33])=[O:31])=[CH:38][CH:39]=2)=[CH:6][CH:7]=1, predict the reactants needed to synthesize it. The reactants are: [Cl:1][C:2]1[CH:7]=[CH:6][C:5]([C:8]#[C:9][C:10]2[CH:39]=[CH:38][C:13]([CH2:14][N:15]([C:25]3[CH:37]=[CH:36][C:28]4[O:29]C(C)(C)[O:31][C:32](=[O:33])[C:27]=4[CH:26]=3)[C:16](=[O:24])[C:17]3[CH:22]=[CH:21][CH:20]=[C:19]([F:23])[CH:18]=3)=[CH:12][CH:11]=2)=[CH:4][CH:3]=1.[OH-].[Na+]. (4) Given the product [Br:1][C:2]1[CH:26]=[CH:25][C:24]([O:27][CH:28]([CH3:30])[CH3:29])=[CH:23][C:3]=1[CH2:4][CH:5]1[CH2:6][CH2:7][N:8]([CH2:11][CH:13]2[CH2:22][CH2:21][C:20]3[C:15](=[CH:16][CH:17]=[CH:18][CH:19]=3)[NH:14]2)[CH2:9][CH2:10]1, predict the reactants needed to synthesize it. The reactants are: [Br:1][C:2]1[CH:26]=[CH:25][C:24]([O:27][CH:28]([CH3:30])[CH3:29])=[CH:23][C:3]=1[CH2:4][CH:5]1[CH2:10][CH2:9][N:8]([C:11]([CH:13]2[CH2:22][CH2:21][C:20]3[C:15](=[CH:16][CH:17]=[CH:18][CH:19]=3)[NH:14]2)=O)[CH2:7][CH2:6]1.CO. (5) The reactants are: [CH3:1][O:2][C:3](=[O:25])[CH2:4][C:5]1[CH:10]=[C:9]([Br:11])[C:8]([O:12][C:13]2[CH:18]=[CH:17][C:16]([O:19][CH3:20])=[C:15]([CH:21]([CH3:23])[CH3:22])[CH:14]=2)=[C:7]([Br:24])[CH:6]=1.[CH:26]1([CH2:31][C:32](Cl)=[O:33])[CH2:30][CH2:29][CH2:28][CH2:27]1. Given the product [CH3:1][O:2][C:3](=[O:25])[CH2:4][C:5]1[CH:10]=[C:9]([Br:11])[C:8]([O:12][C:13]2[CH:14]=[C:15]([CH:21]([CH3:23])[CH3:22])[C:16]([O:19][CH3:20])=[CH:17][C:18]=2[C:32](=[O:33])[CH2:31][CH:26]2[CH2:30][CH2:29][CH2:28][CH2:27]2)=[C:7]([Br:24])[CH:6]=1, predict the reactants needed to synthesize it. (6) Given the product [CH3:31][O:32][CH2:33][O:14][C:12]1[CH:13]=[C:8]([O:7][C:6]2[CH:18]=[CH:19][C:3]([O:2][CH3:1])=[CH:4][CH:5]=2)[CH:9]=[CH:10][C:11]=1[N+:15]([O-:17])=[O:16], predict the reactants needed to synthesize it. The reactants are: [CH3:1][O:2][C:3]1[CH:19]=[CH:18][C:6]([O:7][C:8]2[CH:9]=[CH:10][C:11]([N+:15]([O-:17])=[O:16])=[C:12]([OH:14])[CH:13]=2)=[CH:5][CH:4]=1.[Na+].[I-].C(N(CC)C(C)C)(C)C.[CH3:31][O:32][CH2:33]Br.